This data is from Reaction yield outcomes from USPTO patents with 853,638 reactions. The task is: Predict the reaction yield, written as a fraction of the theoretical maximum amount of product (1.0 means a 100% yield; for example, 0.34 means a 34% yield). The reactants are FC(F)(F)S(OS(C(F)(F)F)(=O)=O)(=O)=O.C1(P(=O)(C2C=CC=CC=2)C2C=CC=CC=2)C=CC=CC=1.[CH:36]1([C:39]2[C:40]([O:55][CH2:56][C:57]([F:60])([F:59])[F:58])=[CH:41][C:42]([C:45]([NH:47][NH:48][C:49](=O)[C:50]([CH3:53])([CH3:52])[CH3:51])=[O:46])=[N:43][CH:44]=2)[CH2:38][CH2:37]1.C([O-])(O)=O.[Na+]. The catalyst is C(Cl)Cl.C1(C)C=CC=CC=1. The product is [C:50]([C:49]1[O:46][C:45]([C:42]2[CH:41]=[C:40]([O:55][CH2:56][C:57]([F:59])([F:58])[F:60])[C:39]([CH:36]3[CH2:38][CH2:37]3)=[CH:44][N:43]=2)=[N:47][N:48]=1)([CH3:52])([CH3:53])[CH3:51]. The yield is 0.450.